This data is from Full USPTO retrosynthesis dataset with 1.9M reactions from patents (1976-2016). The task is: Predict the reactants needed to synthesize the given product. (1) The reactants are: [C:1]([C:3]1[CH:8]=[CH:7][C:6](/[CH:9]=[CH:10]/[C:11]([O:13][CH3:14])=[O:12])=[C:5]([N+:15]([O-])=O)[CH:4]=1)#[N:2].[Sn](Cl)Cl.C(=O)([O-])O.[Na+]. Given the product [NH2:15][C:5]1[CH:4]=[C:3]([C:1]#[N:2])[CH:8]=[CH:7][C:6]=1/[CH:9]=[CH:10]/[C:11]([O:13][CH3:14])=[O:12], predict the reactants needed to synthesize it. (2) Given the product [C:14]([O:18][C:19]([N:21]1[CH2:26][CH2:25][CH:24]([CH2:27][O:28][C:29]2[CH:38]=[C:37]3[C:32]([C:33]([NH:1][C:2]4[C:7]([Cl:8])=[CH:6][N:5]=[C:4]5[O:9][CH2:10][O:11][C:3]=45)=[N:34][CH:35]=[N:36]3)=[CH:31][C:30]=2[O:40][CH3:41])[CH2:23][CH2:22]1)=[O:20])([CH3:17])([CH3:16])[CH3:15], predict the reactants needed to synthesize it. The reactants are: [NH2:1][C:2]1[C:7]([Cl:8])=[CH:6][N:5]=[C:4]2[O:9][CH2:10][O:11][C:3]=12.[H-].[Na+].[C:14]([O:18][C:19]([N:21]1[CH2:26][CH2:25][CH:24]([CH2:27][O:28][C:29]2[CH:38]=[C:37]3[C:32]([C:33](Cl)=[N:34][CH:35]=[N:36]3)=[CH:31][C:30]=2[O:40][CH3:41])[CH2:23][CH2:22]1)=[O:20])([CH3:17])([CH3:16])[CH3:15]. (3) The reactants are: [H-].[K+].Br[C:4]1[CH:12]=[C:11]2[C:7]([CH:8]=[CH:9][NH:10]2)=[CH:6][CH:5]=1.C([Li])(C)(C)C.[Cl:18][C:19]1[CH:30]=[CH:29][C:22]([C:23](N(OC)C)=[O:24])=[CH:21][C:20]=1[S:31](=[O:34])(=[O:33])[NH2:32]. Given the product [Cl:18][C:19]1[CH:30]=[CH:29][C:22]([C:23]([C:4]2[CH:12]=[C:11]3[C:7]([CH:8]=[CH:9][NH:10]3)=[CH:6][CH:5]=2)=[O:24])=[CH:21][C:20]=1[S:31]([NH2:32])(=[O:34])=[O:33], predict the reactants needed to synthesize it.